This data is from Full USPTO retrosynthesis dataset with 1.9M reactions from patents (1976-2016). The task is: Predict the reactants needed to synthesize the given product. (1) Given the product [F:1][C:2]1[CH:7]=[C:6]([F:8])[CH:5]=[CH:4][C:3]=1[C:9]1[C:10]2[N:11]([CH:24]=[C:25]([C:27]([OH:29])=[O:28])[N:26]=2)[CH:12]=[C:13]([C:15]2[S:19][C:18]([CH2:20][CH:21]([CH3:23])[CH3:22])=[N:17][CH:16]=2)[CH:14]=1, predict the reactants needed to synthesize it. The reactants are: [F:1][C:2]1[CH:7]=[C:6]([F:8])[CH:5]=[CH:4][C:3]=1[C:9]1[C:10]2[N:11]([CH:24]=[C:25]([C:27]([O:29]CC)=[O:28])[N:26]=2)[CH:12]=[C:13]([C:15]2[S:19][C:18]([CH2:20][CH:21]([CH3:23])[CH3:22])=[N:17][CH:16]=2)[CH:14]=1.[OH-].[Na+]. (2) Given the product [C:10]12([C:20]([C:21]3[O:4][C:3]4[CH:5]=[CH:6][CH:7]=[CH:8][C:2]=4[CH:1]=3)=[O:23])[CH2:17][CH:16]3[CH2:15][CH:14]([CH2:13][CH:12]([CH2:18]3)[CH2:11]1)[CH2:19]2, predict the reactants needed to synthesize it. The reactants are: [CH:1](=O)[C:2]1[C:3](=[CH:5][CH:6]=[CH:7][CH:8]=1)[OH:4].[C:10]12([C:20](=[O:23])[CH2:21]Br)[CH2:19][CH:14]3[CH2:15][CH:16]([CH2:18][CH:12]([CH2:13]3)[CH2:11]1)[CH2:17]2.[OH-].[K+]. (3) Given the product [Cl:25][C:2]1[CH:11]=[CH:10][C:9]2[C:4](=[CH:5][CH:6]=[C:7]([O:12][C:13]3[CH:18]=[CH:17][N:16]=[C:15]([C:19]([NH:21][CH3:22])=[O:20])[CH:14]=3)[CH:8]=2)[N:3]=1, predict the reactants needed to synthesize it. The reactants are: O[C:2]1[CH:11]=[CH:10][C:9]2[C:4](=[CH:5][CH:6]=[C:7]([O:12][C:13]3[CH:18]=[CH:17][N:16]=[C:15]([C:19]([NH:21][CH3:22])=[O:20])[CH:14]=3)[CH:8]=2)[N:3]=1.O=P(Cl)(Cl)[Cl:25]. (4) Given the product [Cl:1][C:2]1[CH:7]=[CH:6][C:5]([C:8]2[CH:12]=[C:11]([C:13]([OH:15])=[O:14])[S:10][N:9]=2)=[C:4]([O:18][CH3:19])[CH:3]=1, predict the reactants needed to synthesize it. The reactants are: [Cl:1][C:2]1[CH:7]=[CH:6][C:5]([C:8]2[CH:12]=[C:11]([C:13]([O:15]CC)=[O:14])[S:10][N:9]=2)=[C:4]([O:18][CH3:19])[CH:3]=1.[OH-].[Na+].Cl. (5) Given the product [NH2:20][C:17]1[CH:18]=[CH:19][C:14]([O:13][C:12]2[CH:34]=[CH:35][C:9]([F:8])=[CH:10][CH:11]=2)=[C:15]([CH:28]2[CH2:33][CH2:32][CH2:31][CH2:30][N:29]2[C:1](=[O:3])[CH3:2])[CH:16]=1, predict the reactants needed to synthesize it. The reactants are: [C:1](OC(=O)C)(=[O:3])[CH3:2].[F:8][C:9]1[CH:35]=[CH:34][C:12]([O:13][C:14]2[CH:19]=[CH:18][C:17]([NH:20]C(=O)OC(C)(C)C)=[CH:16][C:15]=2[C:28]2[CH:33]=[CH:32][CH:31]=[CH:30][N:29]=2)=[CH:11][CH:10]=1.[H][H].C(=O)(O)[O-].[Na+]. (6) Given the product [C:35]1([C:44]2[CH:45]=[CH:46][CH:47]=[CH:48][CH:49]=2)[CH:40]=[CH:39][C:38]([C:6]([NH:8][CH2:9][CH2:10][O:11][C:12]2[CH:17]=[CH:16][C:15]([CH2:18][CH:19]([O:25][C:26]3[CH:31]=[CH:30][C:29]([CH:32]([CH3:33])[CH3:34])=[CH:28][CH:27]=3)[C:20]([O:22][CH2:23][CH3:24])=[O:21])=[CH:14][CH:13]=2)=[O:7])=[CH:37][CH:36]=1, predict the reactants needed to synthesize it. The reactants are: C(O[C:6]([NH:8][CH2:9][CH2:10][O:11][C:12]1[CH:17]=[CH:16][C:15]([CH2:18][CH:19]([O:25][C:26]2[CH:31]=[CH:30][C:29]([CH:32]([CH3:34])[CH3:33])=[CH:28][CH:27]=2)[C:20]([O:22][CH2:23][CH3:24])=[O:21])=[CH:14][CH:13]=1)=[O:7])(C)(C)C.[C:35]1([C:44]2[CH:49]=[CH:48][CH:47]=[CH:46][CH:45]=2)[CH:40]=[CH:39][C:38](C(O)=O)=[CH:37][CH:36]=1.C(P(=O)(OCC)OCC)#N.